This data is from Forward reaction prediction with 1.9M reactions from USPTO patents (1976-2016). The task is: Predict the product of the given reaction. (1) Given the reactants [F:1][C:2]1[CH:7]=[CH:6][C:5]([O:8][CH3:9])=[CH:4][C:3]=1[C:10]1[CH:11]=[CH:12][C:13]([CH2:21][O:22][C:23]2[CH:24]=[C:25]([CH2:30][CH2:31][C:32]([O:34]CC)=[O:33])[CH:26]=[CH:27][C:28]=2[CH3:29])=[N:14][C:15]=1[CH2:16][C:17]([CH3:20])([CH3:19])[CH3:18].[OH-].[Na+], predict the reaction product. The product is: [CH3:18][C:17]([CH3:20])([CH3:19])[CH2:16][C:15]1[N:14]=[C:13]([CH2:21][O:22][C:23]2[CH:24]=[C:25]([CH2:30][CH2:31][C:32]([OH:34])=[O:33])[CH:26]=[CH:27][C:28]=2[CH3:29])[CH:12]=[CH:11][C:10]=1[C:3]1[CH:4]=[C:5]([O:8][CH3:9])[CH:6]=[CH:7][C:2]=1[F:1]. (2) Given the reactants C[O:2][C:3](=[O:24])[C:4]1[CH:9]=[C:8]([C:10]2[S:11][CH:12]=[C:13]([C:15]3[CH:20]=[CH:19][C:18]([Cl:21])=[C:17]([Cl:22])[CH:16]=3)[N:14]=2)[CH:7]=[CH:6][C:5]=1Br.[CH3:25][O:26][C:27]1[CH:32]=[CH:31][C:30](B2OC(C)(C)C(C)(C)O2)=[C:29]([N+:42]([O-:44])=[O:43])[CH:28]=1, predict the reaction product. The product is: [Cl:22][C:17]1[CH:16]=[C:15]([C:13]2[N:14]=[C:10]([C:8]3[CH:9]=[C:4]([C:3]([OH:2])=[O:24])[C:5]([C:30]4[CH:31]=[CH:32][C:27]([O:26][CH3:25])=[CH:28][C:29]=4[N+:42]([O-:44])=[O:43])=[CH:6][CH:7]=3)[S:11][CH:12]=2)[CH:20]=[CH:19][C:18]=1[Cl:21].